Dataset: Full USPTO retrosynthesis dataset with 1.9M reactions from patents (1976-2016). Task: Predict the reactants needed to synthesize the given product. (1) Given the product [CH2:1]([N:3]([CH2:4][C:5]1[CH:6]=[CH:7][C:8]([CH2:11][N:12]2[CH2:13][CH2:14][N:15]([C:18]3[C:23]([C:24]([O:26][CH:27]([CH3:28])[CH3:29])=[O:25])=[CH:22][CH:21]=[CH:20][N:19]=3)[CH2:16][CH2:17]2)=[CH:9][CH:10]=1)[CH2:35][C:34]1[CH:37]=[CH:38][C:31]([F:30])=[CH:32][CH:33]=1)[CH3:2], predict the reactants needed to synthesize it. The reactants are: [CH2:1]([NH:3][CH2:4][C:5]1[CH:10]=[CH:9][C:8]([CH2:11][N:12]2[CH2:17][CH2:16][N:15]([C:18]3[C:23]([C:24]([O:26][CH:27]([CH3:29])[CH3:28])=[O:25])=[CH:22][CH:21]=[CH:20][N:19]=3)[CH2:14][CH2:13]2)=[CH:7][CH:6]=1)[CH3:2].[F:30][C:31]1[CH:38]=[CH:37][C:34]([CH:35]=O)=[CH:33][CH:32]=1.C(O)(=O)C.C([BH3-])#N.[Na+]. (2) Given the product [Br:21][C:18]1[C:15]2[S:16][CH:17]=[C:13]([C:11]3[N:10]=[C:9]([C@@H:22]4[CH2:26][CH2:25][CH2:24][NH:23]4)[NH:8][CH:12]=3)[C:14]=2[S:20][CH:19]=1, predict the reactants needed to synthesize it. The reactants are: C(OC([N:8]1[CH:12]=[C:11]([C:13]2[C:14]3[S:20][CH:19]=[C:18]([Br:21])[C:15]=3[S:16][CH:17]=2)[N:10]=[C:9]1[C@@H:22]1[CH2:26][CH2:25][CH2:24][N:23]1C(OC(C)(C)C)=O)=O)(C)(C)C.Cl.BrC1SC2=NC(N)=CN2C=1. (3) The reactants are: [Br:1][C:2]1[C:3]([F:14])=[C:4]([CH:8]=[C:9]([CH2:11][CH2:12][CH3:13])[CH:10]=1)[C:5](O)=[O:6].CC[N:17]=C=NCCCN(C)C.C1C=CC2N(O)N=NC=2C=1.N. Given the product [Br:1][C:2]1[C:3]([F:14])=[C:4]([CH:8]=[C:9]([CH2:11][CH2:12][CH3:13])[CH:10]=1)[C:5]([NH2:17])=[O:6], predict the reactants needed to synthesize it. (4) Given the product [N:1]1[N:2]=[C:3]([C:10]2[CH:19]=[CH:18][C:17]3[C:12](=[C:13]([N:22]4[CH2:27][CH2:26][CH:25]([CH2:28][NH:29][C:30](=[O:36])[O:31][C:32]([CH3:34])([CH3:33])[CH3:35])[CH2:24][CH2:23]4)[CH:14]=[C:15]([F:20])[CH:16]=3)[N:11]=2)[N:4]2[CH:9]=[CH:8][CH:7]=[CH:6][C:5]=12, predict the reactants needed to synthesize it. The reactants are: [N:1]1[N:2]=[C:3]([C:10]2[CH:19]=[CH:18][C:17]3[C:12](=[C:13](Br)[CH:14]=[C:15]([F:20])[CH:16]=3)[N:11]=2)[N:4]2[CH:9]=[CH:8][CH:7]=[CH:6][C:5]=12.[NH:22]1[CH2:27][CH2:26][CH:25]([CH2:28][NH:29][C:30](=[O:36])[O:31][C:32]([CH3:35])([CH3:34])[CH3:33])[CH2:24][CH2:23]1.C([O-])([O-])=O.[Cs+].[Cs+].